From a dataset of Catalyst prediction with 721,799 reactions and 888 catalyst types from USPTO. Predict which catalyst facilitates the given reaction. (1) Reactant: [CH3:1][C:2]1[N:6]([CH3:7])[C:5](=[O:8])[C:4](=[CH:9][C:10]2[CH:15]=[CH:14][CH:13]=[CH:12][C:11]=2[O:16]C)[N:3]=1.B(Br)(Br)Br. Product: [CH3:1][C:2]1[N:6]([CH3:7])[C:5](=[O:8])[C:4](=[CH:9][C:10]2[CH:15]=[CH:14][CH:13]=[CH:12][C:11]=2[OH:16])[N:3]=1. The catalyst class is: 4. (2) Reactant: C(OC([NH:8][C@@H:9]([CH2:18][CH2:19][NH:20][C:21](=[O:50])[C:22]1[CH:27]=[CH:26][C:25]([NH:28][C:29]2[N:38]=[CH:37][C:36]3[N:35]([CH3:39])[C:34](=[O:40])[C@@H:33]([CH2:41][CH3:42])[N:32]([CH:43]4[CH2:47][CH2:46][CH2:45][CH2:44]4)[C:31]=3[N:30]=2)=[C:24]([O:48][CH3:49])[CH:23]=1)[C:10]([O:12][CH:13]1[CH2:17][CH2:16][CH2:15][CH2:14]1)=[O:11])=O)(C)(C)C.Cl.O1CCOCC1. Product: [NH2:8][C@@H:9]([CH2:18][CH2:19][NH:20][C:21](=[O:50])[C:22]1[CH:27]=[CH:26][C:25]([NH:28][C:29]2[N:38]=[CH:37][C:36]3[N:35]([CH3:39])[C:34](=[O:40])[C@@H:33]([CH2:41][CH3:42])[N:32]([CH:43]4[CH2:47][CH2:46][CH2:45][CH2:44]4)[C:31]=3[N:30]=2)=[C:24]([O:48][CH3:49])[CH:23]=1)[C:10]([O:12][CH:13]1[CH2:17][CH2:16][CH2:15][CH2:14]1)=[O:11]. The catalyst class is: 2. (3) Reactant: [NH2:1][C:2]1[N:3]=[C:4](S(C)(=O)=O)[C:5]2[N:10]=[C:9]([CH2:11][CH2:12][C:13]3[CH:18]=[CH:17][C:16]([F:19])=[CH:15][CH:14]=3)[S:8][C:6]=2[N:7]=1.[NH:24]1[CH2:30][CH2:29][CH2:28][NH:27][CH2:26][CH2:25]1.C(N(C(C)C)CC)(C)C.[Cl:40][C:41]1[CH:51]=[CH:50][C:44]([O:45][CH2:46][C:47](Cl)=[O:48])=[CH:43][CH:42]=1. Product: [NH2:1][C:2]1[N:3]=[C:4]([N:24]2[CH2:30][CH2:29][CH2:28][N:27]([C:47](=[O:48])[CH2:46][O:45][C:44]3[CH:50]=[CH:51][C:41]([Cl:40])=[CH:42][CH:43]=3)[CH2:26][CH2:25]2)[C:5]2[N:10]=[C:9]([CH2:11][CH2:12][C:13]3[CH:18]=[CH:17][C:16]([F:19])=[CH:15][CH:14]=3)[S:8][C:6]=2[N:7]=1. The catalyst class is: 4. (4) Reactant: [Cl:1][C:2]1[CH:3]=[C:4]2[C:8](=[CH:9][CH:10]=1)[NH:7][C:6]([C:11]([NH:13][C@@H:14]1[CH2:22][C:21]3[C:16](=[CH:17][CH:18]=[CH:19][CH:20]=3)[C@H:15]1[NH:23][CH2:24][CH2:25][O:26][CH:27]1[CH2:32][CH2:31][CH2:30][CH2:29][O:28]1)=[O:12])=[CH:5]2.[OH:33][C@@H:34]([CH2:38][CH3:39])[C:35](O)=[O:36].C(N(C(C)C)C(C)C)C.F[P-](F)(F)(F)(F)F.N1(OC(N(C)C)=[N+](C)C)C2N=CC=CC=2N=N1. Product: [Cl:1][C:2]1[CH:3]=[C:4]2[C:8](=[CH:9][CH:10]=1)[NH:7][C:6]([C:11]([NH:13][C@@H:14]1[CH2:22][C:21]3[C:16](=[CH:17][CH:18]=[CH:19][CH:20]=3)[C@H:15]1[N:23]([C:35](=[O:36])[C@@H:34]([OH:33])[CH2:38][CH3:39])[CH2:24][CH2:25][O:26][CH:27]1[CH2:32][CH2:31][CH2:30][CH2:29][O:28]1)=[O:12])=[CH:5]2. The catalyst class is: 287. (5) Reactant: C1C=CC=CC=1.[CH2:7]([C:9]1[CH:19]=[CH:18][CH:17]=[C:16]([CH2:20][CH3:21])[C:10]=1/[N:11]=[CH:12]/[CH:13]([CH3:15])[CH3:14])[CH3:8].C([N-]C(C)C)(C)C.[Li+:29]. Product: [CH2:7]([C:9]1[CH:19]=[CH:18][CH:17]=[C:16]([CH2:20][CH3:21])[C:10]=1[N-:11][CH:12]=[C:13]([CH3:15])[CH3:14])[CH3:8].[Li+:29]. The catalyst class is: 605. (6) Reactant: [F:1][C:2]1[CH:11]=[CH:10][C:9]([N+:12]([O-])=O)=[C:8]2[C:3]=1[CH:4]=[CH:5][CH2:6][NH:7]2.FC1C=CC(N)=C2C=1C=CC=N2. Product: [F:1][C:2]1[CH:11]=[CH:10][C:9]([NH2:12])=[C:8]2[C:3]=1[CH2:4][CH2:5][CH2:6][NH:7]2. The catalyst class is: 99. (7) Reactant: [F:1][C:2]1[CH:7]=[CH:6][C:5]([C:8](=O)[CH2:9][C:10]([O:12][CH3:13])=[O:11])=[CH:4][CH:3]=1.[Cl-].[CH3:16][CH:17]1[CH2:21][CH2:20][C:19](=[O:22])[N:18]1[NH3+:23]. Product: [F:1][C:2]1[CH:7]=[CH:6][C:5]([C:8](=[N:23][N:18]2[C:19](=[O:22])[CH2:20][CH2:21][CH:17]2[CH3:16])[CH2:9][C:10]([O:12][CH3:13])=[O:11])=[CH:4][CH:3]=1. The catalyst class is: 17. (8) Reactant: [S:1]=[C:2]1[CH2:7][CH2:6][N:5]([C:8]([O:10][C:11]([CH3:14])([CH3:13])[CH3:12])=[O:9])[CH2:4][CH2:3]1.[BH4-].[Na+]. Product: [SH:1][CH:2]1[CH2:3][CH2:4][N:5]([C:8]([O:10][C:11]([CH3:14])([CH3:13])[CH3:12])=[O:9])[CH2:6][CH2:7]1. The catalyst class is: 8. (9) The catalyst class is: 2. Product: [O:24]=[C:18]([N:19]1[CH2:23][CH2:22][CH2:21][CH2:20]1)[CH2:17][N:3]1[CH2:4][C:5]2([CH2:9][CH2:8][CH2:7][NH:6]2)[C:2]1=[O:1]. Reactant: [O:1]=[C:2]1[C:5]2([CH2:9][CH2:8][CH2:7][N:6]2C(OC(C)(C)C)=O)[CH2:4][N:3]1[CH2:17][C:18](=[O:24])[N:19]1[CH2:23][CH2:22][CH2:21][CH2:20]1.C(O)(C(F)(F)F)=O. (10) Reactant: [F:1][C:2]1[C:11]2[O:12][CH2:13][C@@H:14]([CH2:15][OH:16])[N:9]3[C:10]=2[C:5]([CH:6]=[CH:7][C:8]3=[O:17])=[C:4](/[CH:18]=[CH:19]/[C:20]([O:22][CH2:23][CH3:24])=[O:21])[CH:3]=1.C(N(CC)CC)C.[CH3:32][S:33](Cl)(=[O:35])=[O:34]. Product: [F:1][C:2]1[C:11]2[O:12][CH2:13][C@@H:14]([CH2:15][O:16][S:33]([CH3:32])(=[O:35])=[O:34])[N:9]3[C:10]=2[C:5]([CH:6]=[CH:7][C:8]3=[O:17])=[C:4](/[CH:18]=[CH:19]/[C:20]([O:22][CH2:23][CH3:24])=[O:21])[CH:3]=1. The catalyst class is: 4.